From a dataset of Forward reaction prediction with 1.9M reactions from USPTO patents (1976-2016). Predict the product of the given reaction. Given the reactants [NH2:1][C:2]1[CH:6]=[CH:5][N:4]([C:7]2[CH:12]=[CH:11][C:10]([B:13]3[O:17][C:16]([CH3:19])([CH3:18])[C:15]([CH3:21])([CH3:20])[O:14]3)=[CH:9][CH:8]=2)[C:3]=1[C:22]([O:24][CH2:25][CH3:26])=[O:23].[C:27]([CH2:29][C:30](O)=[O:31])#[N:28].C1C=CC2N(O)N=NC=2C=1.C(Cl)CCl.C(N(CC)CC)C, predict the reaction product. The product is: [C:27]([CH2:29][C:30]([NH:1][C:2]1[CH:6]=[CH:5][N:4]([C:7]2[CH:12]=[CH:11][C:10]([B:13]3[O:17][C:16]([CH3:18])([CH3:19])[C:15]([CH3:20])([CH3:21])[O:14]3)=[CH:9][CH:8]=2)[C:3]=1[C:22]([O:24][CH2:25][CH3:26])=[O:23])=[O:31])#[N:28].